From a dataset of Full USPTO retrosynthesis dataset with 1.9M reactions from patents (1976-2016). Predict the reactants needed to synthesize the given product. (1) Given the product [C:1]([O:5][C:6](=[O:48])[C:7]1[CH:12]=[CH:11][C:10]([CH2:13][CH2:14][S:15]([N:18]2[CH2:19][CH2:20][C:21]([NH:26][C:27](=[O:46])[C:28]3[CH:33]=[C:32]([C:34]([F:37])([F:35])[F:36])[CH:31]=[C:30]([O:38][CH2:39][C:40]4[CH:41]=[CH:42][CH:43]=[CH:44][CH:45]=4)[CH:29]=3)([C:24](=[O:51])[NH2:25])[CH2:22][CH2:23]2)(=[O:16])=[O:17])=[C:9]([CH3:47])[CH:8]=1)([CH3:4])([CH3:3])[CH3:2], predict the reactants needed to synthesize it. The reactants are: [C:1]([O:5][C:6](=[O:48])[C:7]1[CH:12]=[CH:11][C:10]([CH2:13][CH2:14][S:15]([N:18]2[CH2:23][CH2:22][C:21]([NH:26][C:27](=[O:46])[C:28]3[CH:33]=[C:32]([C:34]([F:37])([F:36])[F:35])[CH:31]=[C:30]([O:38][CH2:39][C:40]4[CH:45]=[CH:44][CH:43]=[CH:42][CH:41]=4)[CH:29]=3)([C:24]#[N:25])[CH2:20][CH2:19]2)(=[O:17])=[O:16])=[C:9]([CH3:47])[CH:8]=1)([CH3:4])([CH3:3])[CH3:2].CS(C)=[O:51].[OH-].[Na+].OO.S([O-])([O-])(=O)=S.[Na+].[Na+].[Cl-].[NH4+]. (2) The reactants are: [CH3:1][O:2][C:3]1[CH:22]=[CH:21][C:6]([C:7]([C:9]2[C:18](=[O:19])[C:17]3[C:12](=[CH:13][CH:14]=[C:15]([CH3:20])[N:16]=3)[NH:11][CH:10]=2)=[O:8])=[CH:5][C:4]=1[CH3:23].[Br:24][C:25]1[CH:30]=[CH:29][CH:28]=[C:27]([CH2:31]Br)[CH:26]=1. Given the product [Br:24][C:25]1[CH:26]=[C:27]([CH:28]=[CH:29][CH:30]=1)[CH2:31][N:11]1[C:12]2[C:17](=[N:16][C:15]([CH3:20])=[CH:14][CH:13]=2)[C:18](=[O:19])[C:9]([C:7](=[O:8])[C:6]2[CH:21]=[CH:22][C:3]([O:2][CH3:1])=[C:4]([CH3:23])[CH:5]=2)=[CH:10]1, predict the reactants needed to synthesize it. (3) Given the product [F:1][C:2]1[CH:7]=[C:6]([N+:8]([O-:10])=[O:9])[CH:5]=[CH:4][C:3]=1[C:11]([C:16]([O:18][CH3:19])=[O:17])([C:12]([O:14][CH3:15])=[O:13])[CH2:22][CH2:21][C:20]([O:24][CH3:25])=[O:23], predict the reactants needed to synthesize it. The reactants are: [F:1][C:2]1[CH:7]=[C:6]([N+:8]([O-:10])=[O:9])[CH:5]=[CH:4][C:3]=1[CH:11]([C:16]([O:18][CH3:19])=[O:17])[C:12]([O:14][CH3:15])=[O:13].[C:20]([O:24][CH3:25])(=[O:23])[CH:21]=[CH2:22].C[O-].[Na+]. (4) Given the product [Br:1][C:2]1[CH:3]=[C:4]([C:5]2[N:11]=[N:12][NH:13][N:6]=2)[CH:7]=[CH:8][C:9]=1[Cl:10], predict the reactants needed to synthesize it. The reactants are: [Br:1][C:2]1[CH:3]=[C:4]([CH:7]=[CH:8][C:9]=1[Cl:10])[C:5]#[N:6].[N-:11]=[N+:12]=[N-:13].[Na+].[Cl-].[NH4+].C[Si](C=[N+]=[N-])(C)C. (5) Given the product [Br:38][C:35]1[CH:36]=[CH:37][C:32]([C:30](=[O:31])[CH2:29][NH:28][C:23]([C@:19]2([CH3:26])[CH2:20][CH2:21][CH2:22][N:18]2[C:16]([O:15][CH2:14][CH:12]2[C:11]3[CH:10]=[CH:9][CH:8]=[CH:7][C:6]=3[C:5]3[C:13]2=[CH:1][CH:2]=[CH:3][CH:4]=3)=[O:17])=[O:24])=[CH:33][CH:34]=1, predict the reactants needed to synthesize it. The reactants are: [CH:1]1[C:13]2[CH:12]([CH2:14][O:15][C:16]([N:18]3[CH2:22][CH2:21][CH2:20][C@@:19]3([CH3:26])[C:23](O)=[O:24])=[O:17])[C:11]3[C:6](=[CH:7][CH:8]=[CH:9][CH:10]=3)[C:5]=2[CH:4]=[CH:3][CH:2]=1.Cl.[NH2:28][CH2:29][C:30]([C:32]1[CH:37]=[CH:36][C:35]([Br:38])=[CH:34][CH:33]=1)=[O:31].C1C=NC2N(O)N=NC=2C=1.CCN(C(C)C)C(C)C.CCN=C=NCCCN(C)C. (6) Given the product [CH:1]1[C:2]([CH2:10][C@@H:11]([NH2:28])[CH2:12][C:13]([N:15]2[CH2:27][C:19]3=[N:20][N:21]=[C:22]([C:23]([F:26])([F:25])[F:24])[N:18]3[CH2:17][CH2:16]2)=[O:14])=[C:3]([F:9])[CH:4]=[C:5]([F:8])[C:6]=1[F:7].[C:29]([O-:39])(=[O:38])[C@H:30]([C:32]1[CH:37]=[CH:36][CH:35]=[CH:34][CH:33]=1)[OH:31], predict the reactants needed to synthesize it. The reactants are: [CH:1]1[C:2]([CH2:10][C@@H:11]([NH2:28])[CH2:12][C:13]([N:15]2[CH2:27][C:19]3=[N:20][N:21]=[C:22]([C:23]([F:26])([F:25])[F:24])[N:18]3[CH2:17][CH2:16]2)=[O:14])=[C:3]([F:9])[CH:4]=[C:5]([F:8])[C:6]=1[F:7].[C:29]([OH:39])(=[O:38])[C@H:30]([C:32]1[CH:37]=[CH:36][CH:35]=[CH:34][CH:33]=1)[OH:31]. (7) Given the product [CH3:1][O:2]/[N:3]=[C:4](/[C:15]1[CH:16]=[CH:17][C:18]([O:21][CH3:22])=[CH:19][CH:20]=1)\[CH2:5][O:6][C:7]1[CH:8]=[CH:9][C:10]([CH2:13][O:14][C:24]2[CH:29]=[CH:28][C:27]([CH:30]3[CH2:32][CH:31]3[C:33]([OH:35])=[O:34])=[CH:26][CH:25]=2)=[CH:11][CH:12]=1, predict the reactants needed to synthesize it. The reactants are: [CH3:1][O:2]/[N:3]=[C:4](/[C:15]1[CH:20]=[CH:19][C:18]([O:21][CH3:22])=[CH:17][CH:16]=1)\[CH2:5][O:6][C:7]1[CH:12]=[CH:11][C:10]([CH2:13][OH:14])=[CH:9][CH:8]=1.O[C:24]1[CH:29]=[CH:28][C:27]([CH:30]2[CH2:32][CH:31]2[C:33]([O:35]CC)=[O:34])=[CH:26][CH:25]=1. (8) Given the product [CH2:11]([NH:4][C:5]1[CH:6]=[CH:7][CH:8]=[CH:9][CH:10]=1)[CH2:12][CH2:13][CH2:14][CH2:15][CH2:16][CH2:17][CH3:18], predict the reactants needed to synthesize it. The reactants are: C([N:4]([CH2:11][CH2:12][CH2:13][CH2:14][CH2:15][CH2:16][CH2:17][CH3:18])[C:5]1[CH:10]=[CH:9][CH:8]=[CH:7][CH:6]=1)(=O)C.Cl.[OH-].[K+].